Dataset: Full USPTO retrosynthesis dataset with 1.9M reactions from patents (1976-2016). Task: Predict the reactants needed to synthesize the given product. (1) Given the product [C:4]([C:5]1[N:13]=[C:12]2[C:8]([N:9]=[CH:10][N:11]2[CH2:14][C:15]2[CH:16]=[CH:17][C:18]([O:21][CH3:22])=[CH:19][CH:20]=2)=[C:7]([C:23]2[O:24][CH:25]=[CH:26][CH:27]=2)[N:6]=1)#[CH:3], predict the reactants needed to synthesize it. The reactants are: C[Si](C)(C)[C:3]#[C:4][C:5]1[N:13]=[C:12]2[C:8]([N:9]=[CH:10][N:11]2[CH2:14][C:15]2[CH:20]=[CH:19][C:18]([O:21][CH3:22])=[CH:17][CH:16]=2)=[C:7]([C:23]2[O:24][CH:25]=[CH:26][CH:27]=2)[N:6]=1.C([O-])([O-])=O.[K+].[K+]. (2) The reactants are: Cl[C:2]1[N:3]=[CH:4][C:5]([C:8]([NH:10][CH3:11])=[O:9])=[N:6][CH:7]=1.C([Sn](CCCC)(CCCC)[C:17]([O:19][CH2:20][CH3:21])=[CH2:18])CCC. Given the product [CH2:20]([O:19][C:17]([C:2]1[N:3]=[CH:4][C:5]([C:8]([NH:10][CH3:11])=[O:9])=[N:6][CH:7]=1)=[CH2:18])[CH3:21], predict the reactants needed to synthesize it. (3) The reactants are: N([O-])=O.[Na+].[NH2:5][C:6]1[CH:7]=[C:8]([OH:12])[CH:9]=[CH:10][CH:11]=1.[N-:13]=[N+:14]=[N-].[Na+]. Given the product [N:5]([C:6]1[CH:7]=[C:8]([OH:12])[CH:9]=[CH:10][CH:11]=1)=[N+:13]=[N-:14], predict the reactants needed to synthesize it. (4) Given the product [C:1]([N:8]([CH2:19][CH2:20][CH2:21][CH2:22][NH:23][C:24]([C:26]1[N:27]([CH:47]([CH3:49])[CH3:48])[C:28]([C:41]2[CH:42]=[CH:43][CH:44]=[CH:45][CH:46]=2)=[C:29]([C:35]2[CH:40]=[CH:39][CH:38]=[CH:37][CH:36]=2)[C:30]=1[C:31]([OH:33])=[O:32])=[O:25])[C:9]([NH2:11])=[NH:10])([O:3][C:4]([CH3:5])([CH3:7])[CH3:6])=[O:2], predict the reactants needed to synthesize it. The reactants are: [C:1]([N:8]([CH2:19][CH2:20][CH2:21][CH2:22][NH:23][C:24]([C:26]1[N:27]([CH:47]([CH3:49])[CH3:48])[C:28]([C:41]2[CH:46]=[CH:45][CH:44]=[CH:43][CH:42]=2)=[C:29]([C:35]2[CH:40]=[CH:39][CH:38]=[CH:37][CH:36]=2)[C:30]=1[C:31]([O:33]C)=[O:32])=[O:25])[C:9]([NH:11]C(OC(C)(C)C)=O)=[NH:10])([O:3][C:4]([CH3:7])([CH3:6])[CH3:5])=[O:2].[OH-].[Na+]. (5) Given the product [Cl:1][C:2]1[N:7]=[C:6]([C:8](=[O:9])[CH3:14])[CH:5]=[CH:4][N:3]=1, predict the reactants needed to synthesize it. The reactants are: [Cl:1][C:2]1[N:7]=[C:6]([C:8](N(OC)C)=[O:9])[CH:5]=[CH:4][N:3]=1.[CH3:14][Mg]Cl. (6) Given the product [CH2:1]([C:3]1[N:4]([C:28]2[CH:29]=[CH:30][C:31]([O:34][C:35]([CH3:39])([CH3:38])[CH2:36][O:37][CH3:42])=[CH:32][CH:33]=2)[C:5](=[O:27])[C:6]([CH2:12][C:13]2[CH:14]=[CH:15][C:16]([C:19]3[C:20]([C:25]#[N:26])=[CH:21][CH:22]=[CH:23][CH:24]=3)=[CH:17][CH:18]=2)=[C:7]([CH2:9][CH2:10][CH3:11])[N:8]=1)[CH3:2], predict the reactants needed to synthesize it. The reactants are: [CH2:1]([C:3]1[N:4]([C:28]2[CH:33]=[CH:32][C:31]([O:34][C:35]([CH3:39])([CH3:38])[CH2:36][OH:37])=[CH:30][CH:29]=2)[C:5](=[O:27])[C:6]([CH2:12][C:13]2[CH:18]=[CH:17][C:16]([C:19]3[C:20]([C:25]#[N:26])=[CH:21][CH:22]=[CH:23][CH:24]=3)=[CH:15][CH:14]=2)=[C:7]([CH2:9][CH2:10][CH3:11])[N:8]=1)[CH3:2].[H-].[Na+].[CH3:42]I. (7) Given the product [OH:32][C@:28]([C:23]1[CH:24]=[CH:25][CH:26]=[CH:27][N:22]=1)([CH3:29])[C:30]#[C:31][C:2]1[CH:21]=[CH:20][C:5]2[O:6][CH2:7][CH:8]([CH3:19])[C:9]3[S:13][C:12]([C:14]([NH2:40])=[O:16])=[N:11][C:10]=3[C:4]=2[CH:3]=1, predict the reactants needed to synthesize it. The reactants are: Br[C:2]1[CH:21]=[CH:20][C:5]2[O:6][CH2:7][CH:8]([CH3:19])[C:9]3[S:13][C:12]([C:14]([O:16]CC)=O)=[N:11][C:10]=3[C:4]=2[CH:3]=1.[N:22]1[CH:27]=[CH:26][CH:25]=[CH:24][C:23]=1[C@:28]([OH:32])([C:30]#[CH:31])[CH3:29].CC1C2SC(C([O-])=O)=[N:40]C=2C2C=CC=CC=2OC1. (8) Given the product [CH:13]([O:1][C:2]1[CH:9]=[CH:8][C:7]([N+:10]([O-:12])=[O:11])=[CH:6][C:3]=1[CH:4]=[O:5])([CH3:15])[CH3:14], predict the reactants needed to synthesize it. The reactants are: [OH:1][C:2]1[CH:9]=[CH:8][C:7]([N+:10]([O-:12])=[O:11])=[CH:6][C:3]=1[CH:4]=[O:5].[CH:13](I)([CH3:15])[CH3:14].C(=O)([O-])[O-].[K+].[K+].